From a dataset of Forward reaction prediction with 1.9M reactions from USPTO patents (1976-2016). Predict the product of the given reaction. (1) Given the reactants [OH:1][CH:2]1[CH2:5][NH:4][CH2:3]1.Cl.Br[C:8]1[CH:9]=[CH:10][C:11]([N+:14]([O-:16])=[O:15])=[N:12][CH:13]=1.C(N(C(C)C)CC)(C)C, predict the reaction product. The product is: [N+:14]([C:11]1[N:12]=[CH:13][C:8]([N:4]2[CH2:5][CH:2]([OH:1])[CH2:3]2)=[CH:9][CH:10]=1)([O-:16])=[O:15]. (2) Given the reactants [CH3:1][O:2][C:3]1[CH:8]=[CH:7][C:6]([C:9]([C:11]2[CH:16]=[CH:15][C:14]([O:17][CH3:18])=[CH:13][CH:12]=2)=[CH2:10])=[CH:5][CH:4]=1.[CH:19]([Br:22])(Br)[Br:20].[OH-].[Na+], predict the reaction product. The product is: [CH3:18][O:17][C:14]1[CH:13]=[CH:12][C:11]([C:9]2([C:6]3[CH:5]=[CH:4][C:3]([O:2][CH3:1])=[CH:8][CH:7]=3)[CH2:10][C:19]2([Br:22])[Br:20])=[CH:16][CH:15]=1. (3) The product is: [S:28]1[CH:32]=[CH:31][N:30]=[C:22]1[CH:7]([N:5]1[CH:6]=[C:2]([NH2:1])[CH:3]=[N:4]1)[CH3:8]. Given the reactants [NH2:1][C:2]1[CH:3]=[N:4][N:5]([CH:7]([C:22]2C=CC=CC=2)[C:8]2(F)CCN(C(OC(C)(C)C)=O)CC2)[CH:6]=1.[S:28]1[CH:32]=[CH:31][N:30]=C1C(=O)C, predict the reaction product. (4) Given the reactants [C:1]([O:5][C:6]([N:8]1[CH2:12][CH:11]([CH2:13][NH:14][CH:15]2[CH2:18][CH2:17][CH2:16]2)[CH:10]([CH2:19][C:20]2[CH:25]=[CH:24][CH:23]=[CH:22][CH:21]=2)[CH2:9]1)=[O:7])([CH3:4])([CH3:3])[CH3:2].[O:26]=[C:27]1[CH2:36][CH:35]([C:37](O)=[O:38])[C:34]2[C:29](=[CH:30][CH:31]=[CH:32][CH:33]=2)[NH:28]1, predict the reaction product. The product is: [C:1]([O:5][C:6]([N:8]1[CH2:12][C@@H:11]([CH2:13][N:14]([CH:15]2[CH2:18][CH2:17][CH2:16]2)[C:37]([CH:35]2[C:34]3[C:29](=[CH:30][CH:31]=[CH:32][CH:33]=3)[NH:28][C:27](=[O:26])[CH2:36]2)=[O:38])[C@H:10]([CH2:19][C:20]2[CH:21]=[CH:22][CH:23]=[CH:24][CH:25]=2)[CH2:9]1)=[O:7])([CH3:4])([CH3:2])[CH3:3]. (5) Given the reactants [CH:1]1[C:11]2[CH:10]=[CH:9][C:8]3[CH:12]=[CH:13][CH:14]=[CH:15][C:7]=3[C:6](=[C:16]3[CH2:21][CH2:20][NH:19][CH2:18][CH2:17]3)[C:5]=2[CH:4]=[CH:3][CH:2]=1.[C:22]1(=[O:28])[O:27][C:25](=O)[CH2:24][CH2:23]1.C(N(CC)CC)C.[NH:36]1[CH2:41][CH2:40][O:39][CH2:38][CH2:37]1.Cl.C(N=C=NCCCN(C)C)C, predict the reaction product. The product is: [O:27]=[C:25]([N:36]1[CH2:41][CH2:40][O:39][CH2:38][CH2:37]1)[CH2:24][CH2:23][C:22]([N:19]1[CH2:18][CH2:17][C:16](=[C:6]2[C:7]3[CH:15]=[CH:14][CH:13]=[CH:12][C:8]=3[CH:9]=[CH:10][C:11]3[CH:1]=[CH:2][CH:3]=[CH:4][C:5]2=3)[CH2:21][CH2:20]1)=[O:28]. (6) Given the reactants [Br:1][C:2]1[CH:7]=[CH:6][C:5]([CH:8]([C:20]2[CH:25]=[CH:24][CH:23]=[CH:22][C:21]=2[Cl:26])[CH2:9][C:10]([C:12]2[CH:13]=[CH:14][C:15](=[O:19])[N:16]([CH3:18])[CH:17]=2)=O)=[CH:4][CH:3]=1.Cl.[NH2:28][OH:29].C([O-])(O)=O.[Na+], predict the reaction product. The product is: [Br:1][C:2]1[CH:7]=[CH:6][C:5]([CH:8]([C:20]2[CH:25]=[CH:24][CH:23]=[CH:22][C:21]=2[Cl:26])[CH2:9]/[C:10](/[C:12]2[CH:13]=[CH:14][C:15](=[O:19])[N:16]([CH3:18])[CH:17]=2)=[N:28]\[OH:29])=[CH:4][CH:3]=1. (7) Given the reactants Br[C:2]1[CH:3]=[C:4]([O:8][CH3:9])[CH:5]=[CH:6][CH:7]=1.[Mg].II.[C:13]1([P:19](Cl)([C:21]2[CH:26]=[CH:25][CH:24]=[CH:23][CH:22]=2)=[O:20])[CH:18]=[CH:17][CH:16]=[CH:15][CH:14]=1, predict the reaction product. The product is: [CH3:9][O:8][C:4]1[CH:3]=[C:2]([P:19](=[O:20])([C:21]2[CH:22]=[CH:23][CH:24]=[CH:25][CH:26]=2)[C:13]2[CH:18]=[CH:17][CH:16]=[CH:15][CH:14]=2)[CH:7]=[CH:6][CH:5]=1. (8) Given the reactants Cl.[NH:2]1[CH2:7][CH2:6][CH2:5][C@H:4]([N:8]2[C:12]3=[C:13]4[S:19][CH:18]=[CH:17][C:14]4=[N:15][CH:16]=[C:11]3[N:10]=[C:9]2[C@H:20]([OH:22])[CH3:21])[CH2:3]1.C(N(CC)CC)C.[CH:30]1[CH:35]=[CH:34][C:33]([CH2:36][CH2:37][C:38](Cl)=[O:39])=[CH:32][CH:31]=1, predict the reaction product. The product is: [C:33]1([CH2:36][CH2:37][C:38]([N:2]2[CH2:7][CH2:6][CH2:5][C@H:4]([N:8]3[C:12]4=[C:13]5[S:19][CH:18]=[CH:17][C:14]5=[N:15][CH:16]=[C:11]4[N:10]=[C:9]3[CH:20]([OH:22])[CH3:21])[CH2:3]2)=[O:39])[CH:34]=[CH:35][CH:30]=[CH:31][CH:32]=1. (9) Given the reactants [N+:1]([C:4]1[CH:8]=[N:7][N:6]([CH2:9][O:10][CH2:11][CH2:12][Si:13]([CH3:16])([CH3:15])[CH3:14])[C:5]=1[CH2:17][OH:18])([O-:3])=[O:2], predict the reaction product. The product is: [N+:1]([C:4]1[CH:8]=[N:7][N:6]([CH2:9][O:10][CH2:11][CH2:12][Si:13]([CH3:14])([CH3:15])[CH3:16])[C:5]=1[CH:17]=[O:18])([O-:3])=[O:2].